Dataset: Catalyst prediction with 721,799 reactions and 888 catalyst types from USPTO. Task: Predict which catalyst facilitates the given reaction. (1) Reactant: O[C@@H:2]1[CH2:6][CH2:5][N:4]([CH2:7][C:8]2[CH:35]=[CH:34][C:11]([C:12]([NH:14][C:15]3[CH:20]=[C:19]([C:21]4[S:22][CH:23]=[CH:24][CH:25]=4)[CH:18]=[CH:17][C:16]=3[NH:26][C:27](=[O:33])[O:28][C:29]([CH3:32])([CH3:31])[CH3:30])=[O:13])=[CH:10][CH:9]=2)[CH2:3]1.[N+:36]([C:39]1[CH:44]=[CH:43][C:42]([S:45]([NH:48][C:49]2[CH:50]=[N:51][CH:52]=[CH:53][CH:54]=2)(=[O:47])=[O:46])=[CH:41][CH:40]=1)([O-:38])=[O:37].C1(P(C2C=CC=CC=2)C2C=CC=CC=2)C=CC=CC=1.N(C(OCC)=O)=NC(OCC)=O. Product: [N+:36]([C:39]1[CH:44]=[CH:43][C:42]([S:45]([N:48]([C@H:2]2[CH2:6][CH2:5][N:4]([CH2:7][C:8]3[CH:35]=[CH:34][C:11]([C:12]([NH:14][C:15]4[CH:20]=[C:19]([C:21]5[S:22][CH:23]=[CH:24][CH:25]=5)[CH:18]=[CH:17][C:16]=4[NH:26][C:27](=[O:33])[O:28][C:29]([CH3:31])([CH3:32])[CH3:30])=[O:13])=[CH:10][CH:9]=3)[CH2:3]2)[C:49]2[CH:50]=[N:51][CH:52]=[CH:53][CH:54]=2)(=[O:46])=[O:47])=[CH:41][CH:40]=1)([O-:38])=[O:37]. The catalyst class is: 1. (2) Reactant: [OH-].[K+].[CH2:3](N)[C:4]1[CH:9]=[CH:8][CH:7]=[CH:6][CH:5]=1.[C:11]([BH3-])#[N:12].[Na+].Cl.[C:16](O)(=O)[CH3:17]. Product: [CH2:3]([N:12]1[CH:11]([CH2:7][CH2:8][CH3:9])[CH2:6][CH2:5][CH:4]1[CH2:3][CH2:16][CH3:17])[C:4]1[CH:9]=[CH:8][CH:7]=[CH:6][CH:5]=1. The catalyst class is: 5. (3) Reactant: [Cl:1][C:2]1[CH:7]=[CH:6][CH:5]=[C:4]([Cl:8])[C:3]=1[C:9]1[C:13]([CH2:14][O:15][C:16]2[CH:17]=[CH:18][C:19]3[S:23][C:22]([C:24]4[CH:34]=[CH:33][C:27]([C:28]([O:30]CC)=[O:29])=[CH:26][CH:25]=4)=[CH:21][C:20]=3[CH:35]=2)=[C:12]([CH:36]([CH3:38])[CH3:37])[O:11][N:10]=1.[OH-].[Na+]. Product: [Cl:8][C:4]1[CH:5]=[CH:6][CH:7]=[C:2]([Cl:1])[C:3]=1[C:9]1[C:13]([CH2:14][O:15][C:16]2[CH:17]=[CH:18][C:19]3[S:23][C:22]([C:24]4[CH:25]=[CH:26][C:27]([C:28]([OH:30])=[O:29])=[CH:33][CH:34]=4)=[CH:21][C:20]=3[CH:35]=2)=[C:12]([CH:36]([CH3:38])[CH3:37])[O:11][N:10]=1. The catalyst class is: 83. (4) Reactant: [NH2:1][C:2]1[CH:3]=[C:4]([C:13]2[CH:21]=[CH:20][C:16]([C:17]([NH2:19])=[O:18])=[CH:15][CH:14]=2)[CH:5]=[C:6]([C:8]([O:10][CH2:11][CH3:12])=[O:9])[CH:7]=1.CC(N(C)C)=O.[C:28](Cl)(=[O:35])[C:29]1[CH:34]=[CH:33][CH:32]=[CH:31][CH:30]=1. Product: [C:29]1([C:28]([NH:1][C:2]2[CH:3]=[C:4]([C:13]3[CH:21]=[CH:20][C:16]([C:17]([NH2:19])=[O:18])=[CH:15][CH:14]=3)[CH:5]=[C:6]([C:8]([O:10][CH2:11][CH3:12])=[O:9])[CH:7]=2)=[O:35])[CH:34]=[CH:33][CH:32]=[CH:31][CH:30]=1. The catalyst class is: 2. (5) Reactant: [N:1]1([C:7]2[S:15][C:14]3[S:13](=[O:17])(=[O:16])[N:12](COCC[Si](C)(C)C)[CH2:11][C:10]([C:27]4[CH:36]=[CH:35][C:34]5[C:29](=[CH:30][CH:31]=[CH:32][CH:33]=5)[CH:28]=4)([OH:26])[C:9]=3[CH:8]=2)[CH2:6][CH2:5][O:4][CH2:3][CH2:2]1.[F-].C([N+](CCCC)(CCCC)CCCC)CCC. Product: [N:1]1([C:7]2[S:15][C:14]3[S:13](=[O:17])(=[O:16])[NH:12][CH2:11][C:10]([C:27]4[CH:36]=[CH:35][C:34]5[C:29](=[CH:30][CH:31]=[CH:32][CH:33]=5)[CH:28]=4)([OH:26])[C:9]=3[CH:8]=2)[CH2:2][CH2:3][O:4][CH2:5][CH2:6]1. The catalyst class is: 1. (6) Reactant: C[Si](Cl)(C)C.Br[CH2:7][C:8]([O:10][CH2:11][CH3:12])=[O:9].[CH2:13]([O:20][C:21]1[CH:28]=[C:27]([O:29][CH:30]2[CH2:35][CH2:34][CH2:33][CH2:32][O:31]2)[CH:26]=[C:25]([B:36]2CC(C)(C)C(C)(C)C2)[C:22]=1[CH:23]=[O:24])[C:14]1[CH:19]=[CH:18][CH:17]=[CH:16][CH:15]=1.C1C[O:48]CC1. Product: [CH2:11]([O:10][C:8](=[O:9])[CH2:7][CH:23]1[O:24][B:36]([OH:48])[C:25]2[CH:26]=[C:27]([O:29][CH:30]3[CH2:35][CH2:34][CH2:33][CH2:32][O:31]3)[CH:28]=[C:21]([O:20][CH2:13][C:14]3[CH:19]=[CH:18][CH:17]=[CH:16][CH:15]=3)[C:22]1=2)[CH3:12]. The catalyst class is: 401. (7) Reactant: F[C:2]1[C:7]([F:8])=[CH:6][CH:5]=[CH:4][N:3]=1.C([O-])([O-])=O.[Cs+].[Cs+].[C:15]([O:23][CH2:24][CH3:25])(=[O:22])[CH2:16][C:17]([O:19][CH2:20][CH3:21])=[O:18]. Product: [F:8][C:7]1[C:2]([CH:16]([C:17]([O:19][CH2:20][CH3:21])=[O:18])[C:15]([O:23][CH2:24][CH3:25])=[O:22])=[N:3][CH:4]=[CH:5][CH:6]=1. The catalyst class is: 197. (8) Reactant: [NH2:1][C@@H:2]([CH2:6][C:7]1[CH:12]=[CH:11][C:10]([O:13][P:14]([OH:17])([OH:16])=[O:15])=[CH:9][CH:8]=1)[C:3]([OH:5])=[O:4].CC[O-].[Na+:21].O. Product: [Na+:21].[Na+:21].[NH2:1][C@@H:2]([CH2:6][C:7]1[CH:8]=[CH:9][C:10]([O:13][P:14]([OH:16])([OH:17])=[O:15])=[CH:11][CH:12]=1)[C:3]([O-:5])=[O:4].[NH2:1][C@@H:2]([CH2:6][C:7]1[CH:8]=[CH:9][C:10]([O:13][P:14]([OH:16])([OH:17])=[O:15])=[CH:11][CH:12]=1)[C:3]([O-:5])=[O:4]. The catalyst class is: 14. (9) Reactant: C1C2C(COC(=O)[NH:17][C@H:18]([C:39]([OH:41])=[O:40])[CH2:19][CH2:20][CH2:21][CH2:22][N:23]([CH2:32][C:33]3[CH:38]=[CH:37][CH:36]=[CH:35][N:34]=3)[CH2:24][C:25](=[O:31])[O:26][C:27]([CH3:30])([CH3:29])[CH3:28])C3C(=CC=CC=3)C=2C=CC=1.N1CCCCC1. Product: [NH2:17][C@@H:18]([CH2:19][CH2:20][CH2:21][CH2:22][N:23]([CH2:24][C:25]([O:26][C:27]([CH3:30])([CH3:29])[CH3:28])=[O:31])[CH2:32][C:33]1[CH:38]=[CH:37][CH:36]=[CH:35][N:34]=1)[C:39]([OH:41])=[O:40]. The catalyst class is: 3.